This data is from Forward reaction prediction with 1.9M reactions from USPTO patents (1976-2016). The task is: Predict the product of the given reaction. (1) Given the reactants [NH2:1][CH2:2][CH2:3][CH2:4][OH:5].Cl[C:7]([O:9][CH2:10][C:11]1[CH:16]=[CH:15][CH:14]=[CH:13][CH:12]=1)=[O:8], predict the reaction product. The product is: [C:7]([NH:1][CH2:2][CH2:3][CH2:4][OH:5])([O:9][CH2:10][C:11]1[CH:16]=[CH:15][CH:14]=[CH:13][CH:12]=1)=[O:8]. (2) Given the reactants [CH2:1](Br)[CH:2]=[CH2:3].C(=O)([O-])[O-].[Cs+].[Cs+].O.C([N:15]1[C:19]([C:20]2[CH:25]=[CH:24][C:23]([C:26]3[CH:31]=[CH:30][C:29]([O:32][CH2:33][O:34][CH3:35])=[CH:28][CH:27]=3)=[CH:22][CH:21]=2)=[N:18][N:17]=[N:16]1)C=C, predict the reaction product. The product is: [CH2:1]([N:16]1[N:17]=[N:18][C:19]([C:20]2[CH:21]=[CH:22][C:23]([C:26]3[CH:31]=[CH:30][C:29]([O:32][CH2:33][O:34][CH3:35])=[CH:28][CH:27]=3)=[CH:24][CH:25]=2)=[N:15]1)[CH:2]=[CH2:3]. (3) Given the reactants [C:1]([NH:5][S:6]([C:9]1([CH3:12])[CH2:11][CH2:10]1)(=[O:8])=[O:7])([CH3:4])([CH3:3])[CH3:2].C(Br)[C:14]1[CH:19]=[CH:18][CH:17]=[CH:16][CH:15]=1.CCOC(C)=O.C(C1(S(N)(=O)=O)CC1)C1C=CC=CC=1, predict the reaction product. The product is: [C:1]([NH:5][S:6]([C:9]1([CH2:12][C:14]2[CH:19]=[CH:18][CH:17]=[CH:16][CH:15]=2)[CH2:11][CH2:10]1)(=[O:8])=[O:7])([CH3:4])([CH3:2])[CH3:3]. (4) Given the reactants [H-].[H-].[H-].[H-].[Li+].[Al+3].[S:7]1[CH:11]=[CH:10][C:9]([C:12]2([C:18]#[N:19])[CH2:17][CH2:16][CH2:15][CH2:14][CH2:13]2)=[CH:8]1, predict the reaction product. The product is: [S:7]1[CH:11]=[CH:10][C:9]([C:12]2([CH2:18][NH2:19])[CH2:17][CH2:16][CH2:15][CH2:14][CH2:13]2)=[CH:8]1. (5) Given the reactants [CH3:1][O:2][C:3]1[CH:8]=[CH:7][C:6]([CH:9]([NH:18][C:19]2[C:20]([N+:37]([O-])=O)=[C:21]([CH:34]=[CH:35][CH:36]=2)[O:22][C:23]2[CH:32]=[C:31]([F:33])[CH:30]=[CH:29][C:24]=2[C:25]([O:27][CH3:28])=[O:26])[C:10]2[CH:15]=[CH:14][C:13]([O:16][CH3:17])=[CH:12][CH:11]=2)=[CH:5][CH:4]=1, predict the reaction product. The product is: [NH2:37][C:20]1[C:19]([NH:18][CH:9]([C:6]2[CH:5]=[CH:4][C:3]([O:2][CH3:1])=[CH:8][CH:7]=2)[C:10]2[CH:15]=[CH:14][C:13]([O:16][CH3:17])=[CH:12][CH:11]=2)=[CH:36][CH:35]=[CH:34][C:21]=1[O:22][C:23]1[CH:32]=[C:31]([F:33])[CH:30]=[CH:29][C:24]=1[C:25]([O:27][CH3:28])=[O:26]. (6) The product is: [NH2:1][C:2]1[C:7]([NH2:8])=[CH:6][C:5]([C:11]2[C:12]([CH3:17])=[N:13][O:14][C:15]=2[CH3:16])=[CH:4][C:3]=1[S:18]([NH:21][CH:22]1[CH2:26][CH2:25][CH2:24][CH2:23]1)(=[O:19])=[O:20]. Given the reactants [NH2:1][C:2]1[C:7]([N+:8]([O-])=O)=[CH:6][C:5]([C:11]2[C:12]([CH3:17])=[N:13][O:14][C:15]=2[CH3:16])=[CH:4][C:3]=1[S:18]([NH:21][CH:22]1[CH2:26][CH2:25][CH2:24][CH2:23]1)(=[O:20])=[O:19], predict the reaction product. (7) Given the reactants C[O:2][C:3](=[O:12])[CH:4]([OH:11])[C:5]1[CH:10]=[CH:9][CH:8]=[CH:7][CH:6]=1.[CH3:13][N:14]([CH3:18])[C:15](Cl)=[O:16], predict the reaction product. The product is: [CH3:13][N:14]([CH3:18])[C:15]([O:11][CH:4]([C:5]1[CH:10]=[CH:9][CH:8]=[CH:7][CH:6]=1)[C:3]([OH:2])=[O:12])=[O:16].